From a dataset of Full USPTO retrosynthesis dataset with 1.9M reactions from patents (1976-2016). Predict the reactants needed to synthesize the given product. (1) Given the product [NH2:9][C@H:8]1[CH2:7][CH2:6][CH2:5][CH2:4][N:3]([CH2:20][CH2:21][N:22]([CH3:24])[CH3:23])[C:2]1=[O:1], predict the reactants needed to synthesize it. The reactants are: [O:1]=[C:2]1[C@@H:8]([NH:9]C(=O)OC(C)(C)C)[CH2:7][CH2:6][CH2:5][CH2:4][NH:3]1.[H-].[Na+].Br[CH2:20][CH2:21][N:22]([CH3:24])[CH3:23]. (2) The reactants are: [CH2:1]([O:3][C:4]([C:6]1[NH:7][N:8]=[C:9]([CH:11]2[CH2:13][CH2:12]2)[CH:10]=1)=[O:5])[CH3:2].[Cl:14]N1C(=O)CCC1=O. Given the product [CH2:1]([O:3][C:4]([C:6]1[NH:7][N:8]=[C:9]([CH:11]2[CH2:12][CH2:13]2)[C:10]=1[Cl:14])=[O:5])[CH3:2], predict the reactants needed to synthesize it. (3) Given the product [F:10][C:9]([F:12])([F:11])[C:7]1[CH:6]=[C:5]([C@H:13]([N:15]([CH3:40])[C:16]([N:18]2[CH2:31][CH2:30][C@:21]3([NH:25][C@H:24]([C:26]([NH2:52])=[O:28])[CH2:23][CH2:22]3)[CH2:20][C@@H:19]2[C:32]2[CH:37]=[CH:36][C:35]([F:38])=[CH:34][C:33]=2[CH3:39])=[O:17])[CH3:14])[CH:4]=[C:3]([C:2]([F:1])([F:41])[F:42])[CH:8]=1, predict the reactants needed to synthesize it. The reactants are: [F:1][C:2]([F:42])([F:41])[C:3]1[CH:4]=[C:5]([C@H:13]([N:15]([CH3:40])[C:16]([N:18]2[CH2:31][CH2:30][C@:21]3([NH:25][C@H:24]([C:26]([O:28]C)=O)[CH2:23][CH2:22]3)[CH2:20][C@@H:19]2[C:32]2[CH:37]=[CH:36][C:35]([F:38])=[CH:34][C:33]=2[CH3:39])=[O:17])[CH3:14])[CH:6]=[C:7]([C:9]([F:12])([F:11])[F:10])[CH:8]=1.CCOC(C)=O.C(Cl)Cl.[NH3:52]. (4) Given the product [N:3]1([C:7]([O:9][C:10]2[CH:15]=[C:14]([F:16])[CH:13]=[CH:12][C:11]=2/[CH:17]=[C:18]2\[C:19](=[O:29])[N:20]=[C:21]([N:23]3[CH2:28][CH2:27][CH2:26][CH2:25][NH:24]3)[S:22]\2)=[O:8])[CH:2]=[CH:6][CH2:5][CH2:4]1, predict the reactants needed to synthesize it. The reactants are: O=[C:2]1[CH2:6][CH2:5][CH2:4][N:3]1[C:7]([O:9][C:10]1[CH:15]=[C:14]([F:16])[CH:13]=[CH:12][C:11]=1/[CH:17]=[C:18]1\[C:19](=[O:29])[N:20]=[C:21]([N:23]2[CH2:28][CH2:27][CH2:26][CH2:25][NH:24]2)[S:22]\1)=[O:8].[BH4-].[Na+]. (5) Given the product [F:44][C:41]([F:42])([F:43])[C:39]1[CH:38]=[C:5]([CH:4]=[C:3]([C:2]([F:1])([F:45])[F:46])[CH:40]=1)[CH2:6][N:7]([CH2:25][C:26]1[CH:31]=[C:30]([O:32][C:33]([F:36])([F:35])[F:34])[CH:29]=[CH:28][C:27]=1[O:37][S:55]([C:54]([F:67])([F:66])[F:53])(=[O:57])=[O:56])[C:8]1[N:9]=[CH:10][C:11]([O:14][CH2:15][CH2:16][CH2:17][C:18]([O:20][C:21]([CH3:24])([CH3:23])[CH3:22])=[O:19])=[CH:12][N:13]=1, predict the reactants needed to synthesize it. The reactants are: [F:1][C:2]([F:46])([F:45])[C:3]1[CH:4]=[C:5]([CH:38]=[C:39]([C:41]([F:44])([F:43])[F:42])[CH:40]=1)[CH2:6][N:7]([CH2:25][C:26]1[CH:31]=[C:30]([O:32][C:33]([F:36])([F:35])[F:34])[CH:29]=[CH:28][C:27]=1[OH:37])[C:8]1[N:13]=[CH:12][C:11]([O:14][CH2:15][CH2:16][CH2:17][C:18]([O:20][C:21]([CH3:24])([CH3:23])[CH3:22])=[O:19])=[CH:10][N:9]=1.N1C=CC=CC=1.[F:53][C:54]([F:67])([F:66])[S:55](O[S:55]([C:54]([F:67])([F:66])[F:53])(=[O:57])=[O:56])(=[O:57])=[O:56].C(=O)(O)[O-].[Na+]. (6) Given the product [CH3:9][O:8][C:6]1[N:7]=[C:2](/[CH:18]=[CH:17]/[C:16]([NH:20][NH:21][C:22]([O:24][C:25]([CH3:28])([CH3:27])[CH3:26])=[O:23])=[O:19])[CH:3]=[CH:4][C:5]=1[N:10]1[CH:14]=[C:13]([CH3:15])[N:12]=[CH:11]1, predict the reactants needed to synthesize it. The reactants are: Br[C:2]1[N:7]=[C:6]([O:8][CH3:9])[C:5]([N:10]2[CH:14]=[C:13]([CH3:15])[N:12]=[CH:11]2)=[CH:4][CH:3]=1.[C:16]([NH:20][NH:21][C:22]([O:24][C:25]([CH3:28])([CH3:27])[CH3:26])=[O:23])(=[O:19])[CH:17]=[CH2:18].C(N(CC)C(C)C)(C)C. (7) Given the product [F:21][C:22]1[CH:23]=[CH:24][C:25]2=[C:26]([CH:47]=1)[O:27][CH2:28][C:29]1[C:45]([F:46])=[CH:44][CH:43]=[CH:42][C:30]=1/[C:31]/2=[CH:32]\[C:2]1[CH:7]=[CH:6][C:5]([NH:8][C@@H:9]2[CH2:17][N:16]3[C@H:11]([CH2:12][O:13][CH2:14][CH2:15]3)[CH2:10]2)=[C:4]([N+:18]([O-:20])=[O:19])[CH:3]=1, predict the reactants needed to synthesize it. The reactants are: Br[C:2]1[CH:7]=[CH:6][C:5]([NH:8][C@@H:9]2[CH2:17][N:16]3[C@H:11]([CH2:12][O:13][CH2:14][CH2:15]3)[CH2:10]2)=[C:4]([N+:18]([O-:20])=[O:19])[CH:3]=1.[F:21][C:22]1[CH:23]=[CH:24][C:25]2=[C:26]([CH:47]=1)[O:27][CH2:28][C:29]1[C:45]([F:46])=[CH:44][CH:43]=[CH:42][C:30]=1/[C:31]/2=[CH:32]\B1OC(C)(C)C(C)(C)O1.C1(P(C2C=CC=CC=2)C2C=CC=CC=2)C=CC=CC=1.C[O-].[Na+].